Task: Predict which catalyst facilitates the given reaction.. Dataset: Catalyst prediction with 721,799 reactions and 888 catalyst types from USPTO (1) Reactant: [NH2:1][C:2]([NH:4][C:5]1[CH:9]=[C:8](Cl)[S:7][C:6]=1[S:11]([NH:14][C@H:15]1[CH2:20][CH2:19][CH2:18][N:17]([C:21]([O:23][C:24]([CH3:27])([CH3:26])[CH3:25])=[O:22])[CH2:16]1)(=[O:13])=[O:12])=[O:3].[C:28]1(B(O)O)[CH:33]=[CH:32][CH:31]=[CH:30][CH:29]=1.C(=O)([O-])[O-].[Cs+].[Cs+]. Product: [NH2:1][C:2]([NH:4][C:5]1[CH:9]=[C:8]([C:28]2[CH:33]=[CH:32][CH:31]=[CH:30][CH:29]=2)[S:7][C:6]=1[S:11]([NH:14][C@H:15]1[CH2:20][CH2:19][CH2:18][N:17]([C:21]([O:23][C:24]([CH3:27])([CH3:26])[CH3:25])=[O:22])[CH2:16]1)(=[O:13])=[O:12])=[O:3]. The catalyst class is: 73. (2) Reactant: [Cl:1][C:2]1[CH:3]=[CH:4][C:5]2[N:6]([C:8]([C:11]3[S:15][C:14]4[C:16]([O:20]C)=[CH:17][CH:18]=[CH:19][C:13]=4[CH:12]=3)=[CH:9][N:10]=2)[N:7]=1.B(Br)(Br)Br.CO. Product: [Cl:1][C:2]1[CH:3]=[CH:4][C:5]2[N:6]([C:8]([C:11]3[S:15][C:14]4[C:16]([OH:20])=[CH:17][CH:18]=[CH:19][C:13]=4[CH:12]=3)=[CH:9][N:10]=2)[N:7]=1. The catalyst class is: 4. (3) Reactant: [OH-].[K+].[Cl:3][C:4]1[CH:14]=[CH:13][C:7]([O:8][CH2:9][C:10]([NH2:12])=[O:11])=[C:6]([C:15]#[N:16])[CH:5]=1. Product: [NH2:16][C:15]1[C:6]2[CH:5]=[C:4]([Cl:3])[CH:14]=[CH:13][C:7]=2[O:8][C:9]=1[C:10]([NH2:12])=[O:11]. The catalyst class is: 32. (4) Reactant: [Cl:1][C:2]1[CH:3]=[C:4]2[C:9](=[CH:10][CH:11]=1)[CH:8]=[C:7]([S:12]([N:15]1[CH2:20][CH2:19][N:18]([C:21](=[O:34])[C:22]3[CH:27]=[CH:26][C:25]([C:28]4[CH:33]=[CH:32][N:31]=[CH:30][CH:29]=4)=[CH:24][CH:23]=3)[CH2:17][CH2:16]1)(=[O:14])=[O:13])[CH:6]=[CH:5]2.ClC1C=CC=C(C(OO)=[O:43])C=1.S([O-])([O-])=O.[Na+].[Na+].C(=O)(O)[O-].[Na+]. Product: [Cl:1][C:2]1[CH:3]=[C:4]2[C:9](=[CH:10][CH:11]=1)[CH:8]=[C:7]([S:12]([N:15]1[CH2:20][CH2:19][N:18]([C:21]([C:22]3[CH:23]=[CH:24][C:25]([C:28]4[CH:33]=[CH:32][N+:31]([O-:43])=[CH:30][CH:29]=4)=[CH:26][CH:27]=3)=[O:34])[CH2:17][CH2:16]1)(=[O:14])=[O:13])[CH:6]=[CH:5]2. The catalyst class is: 4. (5) Reactant: [O:1]1[CH2:6][CH2:5][N:4]([C:7]2[CH:12]=[CH:11][N:10]=[C:9]([C:13]3[O:21][C:16]4=[CH:17][N:18]=[CH:19][CH:20]=[C:15]4[C:14]=3[OH:22])[N:8]=2)[CH2:3][CH2:2]1.N1C=CC=CC=1.[F:29][C:30]([F:43])([F:42])[S:31](O[S:31]([C:30]([F:43])([F:42])[F:29])(=[O:33])=[O:32])(=[O:33])=[O:32]. Product: [F:29][C:30]([F:43])([F:42])[S:31]([O:22][C:14]1[C:15]2[C:16](=[CH:17][N:18]=[CH:19][CH:20]=2)[O:21][C:13]=1[C:9]1[N:8]=[C:7]([N:4]2[CH2:5][CH2:6][O:1][CH2:2][CH2:3]2)[CH:12]=[CH:11][N:10]=1)(=[O:33])=[O:32]. The catalyst class is: 4. (6) The catalyst class is: 8. Reactant: C([O:3][C:4]([C:6]1[C:7]([N:28]2[CH2:33][CH2:32][CH2:31][CH2:30][CH2:29]2)=[N:8][C:9]2[C:14]([C:15]=1[CH2:16][C:17]1[CH:22]=[CH:21][CH:20]=[CH:19][C:18]=1[C:23]([F:26])([F:25])[F:24])=[CH:13][C:12]([Cl:27])=[CH:11][CH:10]=2)=[O:5])C.[OH-].[Na+]. Product: [Cl:27][C:12]1[CH:13]=[C:14]2[C:9](=[CH:10][CH:11]=1)[N:8]=[C:7]([N:28]1[CH2:33][CH2:32][CH2:31][CH2:30][CH2:29]1)[C:6]([C:4]([OH:5])=[O:3])=[C:15]2[CH2:16][C:17]1[CH:22]=[CH:21][CH:20]=[CH:19][C:18]=1[C:23]([F:26])([F:24])[F:25]. (7) The catalyst class is: 41. Product: [Cl:1][C:2]1[N:3]=[CH:4][N:5]=[C:6]([NH:10][NH2:11])[CH:7]=1. Reactant: [Cl:1][C:2]1[CH:7]=[C:6](Cl)[N:5]=[CH:4][N:3]=1.O.[NH2:10][NH2:11].